Task: Predict the reaction yield, written as a fraction of the theoretical maximum amount of product (1.0 means a 100% yield; for example, 0.34 means a 34% yield).. Dataset: Reaction yield outcomes from USPTO patents with 853,638 reactions (1) The reactants are [NH2:1][C:2]1[CH:7]=[C:6]([O:8][C:9]2[CH:14]=[CH:13][C:12]([NH:15][C:16]([C:18]3([C:21]([NH:23][C:24]4[CH:29]=[CH:28][C:27]([F:30])=[CH:26][CH:25]=4)=[O:22])[CH2:20][CH2:19]3)=[O:17])=[CH:11][C:10]=2[F:31])[CH:5]=[CH:4][N:3]=1.C([N:34]([CH2:37]C)CC)C.ClC([O:42][C:43]1[CH:48]=CC=C[CH:44]=1)=O.C(OCC)(=[O:51])C. The catalyst is O1CCCC1.O. The product is [F:31][C:10]1[CH:11]=[C:12]([NH:15][C:16]([C:18]2([C:21]([NH:23][C:24]3[CH:25]=[CH:26][C:27]([F:30])=[CH:28][CH:29]=3)=[O:22])[CH2:20][CH2:19]2)=[O:17])[CH:13]=[CH:14][C:9]=1[O:8][C:6]1[CH:5]=[CH:4][N:3]=[C:2]([NH:1][C:37]([N:34]2[CH2:44][CH:43]([OH:42])[CH2:48]2)=[O:51])[CH:7]=1. The yield is 0.560. (2) The reactants are [CH3:1][C:2]([S:7]([C:10]1[CH:15]=[CH:14][CH:13]=[C:12]([C:16]([F:19])([F:18])[F:17])[CH:11]=1)(=[O:9])=[O:8])([CH3:6])[CH2:3][CH2:4][OH:5].[CH3:20][S:21](Cl)(=[O:23])=[O:22]. The catalyst is C1COCC1. The product is [CH3:20][S:21]([O:5][CH2:4][CH2:3][C:2]([CH3:1])([S:7]([C:10]1[CH:15]=[CH:14][CH:13]=[C:12]([C:16]([F:18])([F:19])[F:17])[CH:11]=1)(=[O:9])=[O:8])[CH3:6])(=[O:23])=[O:22]. The yield is 1.00. (3) The reactants are [CH:1]1([C:4]2[N:8]([CH2:9][C:10]3[C:15]([F:16])=[CH:14][C:13]([O:17][CH2:18][CH3:19])=[CH:12][C:11]=3[F:20])[N:7]=[C:6]([C:21]3[N:26]=[C:25]([NH2:27])[CH:24]=[C:23]([NH2:28])[N:22]=3)[C:5]=2[CH3:29])[CH2:3][CH2:2]1.C(N(CC)CC)C.[C:37](Cl)(=[O:40])[CH:38]=[CH2:39]. The catalyst is CN(C=O)C. The product is [NH2:28][C:23]1[N:22]=[C:21]([C:6]2[C:5]([CH3:29])=[C:4]([CH:1]3[CH2:3][CH2:2]3)[N:8]([CH2:9][C:10]3[C:11]([F:20])=[CH:12][C:13]([O:17][CH2:18][CH3:19])=[CH:14][C:15]=3[F:16])[N:7]=2)[N:26]=[C:25]([NH:27][C:37](=[O:40])[CH:38]=[CH2:39])[CH:24]=1. The yield is 0.859. (4) The reactants are [N+:1]([C:4]1[CH:9]=[CH:8][CH:7]=[CH:6][C:5]=1[S:10]([N:13]1[CH2:19][CH2:18][CH2:17][N:16]2[N:20]=[C:21]([C:23]([O:25]CC)=[O:24])[CH:22]=[C:15]2[CH2:14]1)(=[O:12])=[O:11])([O-:3])=[O:2].[OH-].[Li+].O.Cl. The catalyst is C1COCC1.CO. The product is [N+:1]([C:4]1[CH:9]=[CH:8][CH:7]=[CH:6][C:5]=1[S:10]([N:13]1[CH2:19][CH2:18][CH2:17][N:16]2[N:20]=[C:21]([C:23]([OH:25])=[O:24])[CH:22]=[C:15]2[CH2:14]1)(=[O:12])=[O:11])([O-:3])=[O:2]. The yield is 0.880. (5) The reactants are Br.[NH2:2][C:3]1[C:4]([OH:17])=[C:5]([C:9]2[O:13][C:12]([C:14]([OH:16])=[O:15])=[CH:11][CH:10]=2)[CH:6]=[CH:7][CH:8]=1.[N:18]([O-])=O.[Na+].[CH3:22][C:23]1[CH2:24][C:25](=[O:38])[N:26]([C:28]2[CH:37]=[CH:36][C:35]3[CH2:34][CH2:33][CH2:32][CH2:31][C:30]=3[CH:29]=2)[N:27]=1.C(=O)(O)[O-].[Na+]. The catalyst is Cl. The product is [OH:17][C:4]1[C:3]([NH:2][N:18]=[C:24]2[C:25](=[O:38])[N:26]([C:28]3[CH:37]=[CH:36][C:35]4[CH2:34][CH2:33][CH2:32][CH2:31][C:30]=4[CH:29]=3)[N:27]=[C:23]2[CH3:22])=[CH:8][CH:7]=[CH:6][C:5]=1[C:9]1[O:13][C:12]([C:14]([OH:16])=[O:15])=[CH:11][CH:10]=1. The yield is 0.398. (6) The reactants are [NH2:1][C:2]1[N:7]=[CH:6][C:5]([C:8]2[CH:20]=[CH:19][C:11]([C:12]([O:14][C:15]([CH3:18])([CH3:17])[CH3:16])=[O:13])=[CH:10][CH:9]=2)=[CH:4][N:3]=1.Cl[CH:22]([C:25]1([C:28]2[CH:29]=[C:30]3[C:35](=[CH:36][CH:37]=2)[N:34]=[CH:33][CH:32]=[CH:31]3)[CH2:27][CH2:26]1)[CH:23]=O.C(N(CC)CC)C. The catalyst is C(O)(C)C. The product is [N:34]1[C:35]2[C:30](=[CH:29][C:28]([C:25]3([C:22]4[N:3]5[CH:4]=[C:5]([C:8]6[CH:9]=[CH:10][C:11]([C:12]([O:14][C:15]([CH3:16])([CH3:17])[CH3:18])=[O:13])=[CH:19][CH:20]=6)[CH:6]=[N:7][C:2]5=[N:1][CH:23]=4)[CH2:27][CH2:26]3)=[CH:37][CH:36]=2)[CH:31]=[CH:32][CH:33]=1. The yield is 0.509. (7) The reactants are [Cl:1][C:2]1[CH:3]=[C:4]2[C:20]([CH3:21])=[C:19]([CH3:22])[NH:18][C:5]2=[C:6]([N:8]([CH2:10][C:11]2[CH:16]=[CH:15][C:14]([F:17])=[CH:13][CH:12]=2)[CH3:9])[N:7]=1.[F:23][C:24]1[CH:25]=[C:26]([CH:29]=[CH:30][CH:31]=1)[CH2:27]Cl. No catalyst specified. The product is [Cl:1][C:2]1[CH:3]=[C:4]2[C:20]([CH3:21])=[C:19]([CH3:22])[N:18]([CH2:27][C:26]3[CH:29]=[CH:30][CH:31]=[C:24]([F:23])[CH:25]=3)[C:5]2=[C:6]([N:8]([CH2:10][C:11]2[CH:12]=[CH:13][C:14]([F:17])=[CH:15][CH:16]=2)[CH3:9])[N:7]=1. The yield is 0.690.